Dataset: Reaction yield outcomes from USPTO patents with 853,638 reactions. Task: Predict the reaction yield, written as a fraction of the theoretical maximum amount of product (1.0 means a 100% yield; for example, 0.34 means a 34% yield). (1) The reactants are [CH3:1][C:2]1[N:7]2[CH:8]=[C:9]([NH:11][C:12]([C:14]3[CH:19]=[CH:18][C:17]([C:20]4([C:24]([O:26]C)=[O:25])[CH2:23][CH2:22][CH2:21]4)=[CH:16][CH:15]=3)=[O:13])[N:10]=[C:6]2[CH:5]=[CH:4][CH:3]=1.[OH-].[K+]. The catalyst is O1CCCC1.C(O)C. The product is [CH3:1][C:2]1[N:7]2[CH:8]=[C:9]([NH:11][C:12]([C:14]3[CH:19]=[CH:18][C:17]([C:20]4([C:24]([OH:26])=[O:25])[CH2:23][CH2:22][CH2:21]4)=[CH:16][CH:15]=3)=[O:13])[N:10]=[C:6]2[CH:5]=[CH:4][CH:3]=1. The yield is 0.700. (2) The reactants are [Cl:1][C:2]1[CH:3]=[C:4]([CH:9]=[C:10]([CH3:16])[C:11]([O:13][CH2:14][CH3:15])=[O:12])[CH:5]=[CH:6][C:7]=1[OH:8].[H][H]. The catalyst is C(OCC)(=O)C.[Pd]. The product is [Cl:1][C:2]1[CH:3]=[C:4]([CH2:9][CH:10]([CH3:16])[C:11]([O:13][CH2:14][CH3:15])=[O:12])[CH:5]=[CH:6][C:7]=1[OH:8]. The yield is 0.969. (3) The reactants are [CH2:1]([NH:3][C@H:4]1[CH2:8][CH2:7][NH:6][CH2:5]1)[CH3:2].C(N(CC)CC)C.[CH:16]1([C:19]2[O:20][C:21]3[C:22](=[C:24]([C:36]#[N:37])[C:25]([CH3:35])=[C:26]([C:29]4[CH:34]=[CH:33][CH:32]=[CH:31][CH:30]=4)[C:27]=3F)[N:23]=2)[CH2:18][CH2:17]1. The catalyst is CS(C)=O. The product is [CH:16]1([C:19]2[O:20][C:21]3[C:22](=[C:24]([C:36]#[N:37])[C:25]([CH3:35])=[C:26]([C:29]4[CH:30]=[CH:31][CH:32]=[CH:33][CH:34]=4)[C:27]=3[N:6]3[CH2:7][CH2:8][C@H:4]([NH:3][CH2:1][CH3:2])[CH2:5]3)[N:23]=2)[CH2:18][CH2:17]1. The yield is 0.230. (4) The reactants are [C:1]([O:7][CH2:8][CH3:9])(=[O:6])[CH2:2][C:3]([CH3:5])=O.[F:10][C:11]1[CH:18]=[CH:17][CH:16]=[CH:15][C:12]=1[CH:13]=O.[NH4+:19].[OH-:20]. The catalyst is CCO. The product is [F:10][C:11]1[CH:18]=[CH:17][CH:16]=[CH:15][C:12]=1[CH:13]1[C:2]([C:1]([O:7][CH2:8][CH3:9])=[O:6])=[C:3]([CH3:5])[NH:19][C:3]([CH3:5])=[C:2]1[C:1]([O:7][CH2:8][CH3:9])=[O:20]. The yield is 0.610. (5) The reactants are [C:1]([N:9]1[CH2:26][CH2:25][C:13]2[N:14]3[C:23]4[C:18](=[CH:19][CH:20]=[CH:21][C:22]=4[C:12]=2[CH2:11][CH2:10]1)[C:17](=[O:24])[CH2:16][CH2:15]3)(=[O:8])[C:2]1[CH:7]=[CH:6][CH:5]=[CH:4][CH:3]=1.[BH4-].[Na+]. The catalyst is C(O)C. The product is [C:1]([N:9]1[CH2:26][CH2:25][CH:13]2[N:14]3[C:23]4[C:18](=[CH:19][CH:20]=[CH:21][C:22]=4[CH:12]2[CH2:11][CH2:10]1)[CH:17]([OH:24])[CH2:16][CH2:15]3)(=[O:8])[C:2]1[CH:7]=[CH:6][CH:5]=[CH:4][CH:3]=1. The yield is 0.840. (6) The reactants are [Br:1][C:2]1[CH:15]=[CH:14][C:5]([CH2:6][S:7]([CH2:10][C:11](O)=O)(=[O:9])=[O:8])=[CH:4][CH:3]=1.[Br:16][C:17]1[CH:24]=[CH:23][C:20](C=O)=[CH:19][CH:18]=1. No catalyst specified. The product is [Br:1][C:2]1[CH:15]=[CH:14][C:5]([CH2:6][S:7](/[CH:10]=[CH:11]/[C:20]2[CH:23]=[CH:24][C:17]([Br:16])=[CH:18][CH:19]=2)(=[O:9])=[O:8])=[CH:4][CH:3]=1. The yield is 0.880. (7) The reactants are Br[CH:2]([CH3:11])[C:3]([C:5]1[CH:10]=[CH:9][CH:8]=[CH:7][CH:6]=1)=[O:4].[S-:12][C:13]#[N:14].[K+].O. The catalyst is C(O)C. The product is [CH3:11][CH:2]([S:12][C:13]#[N:14])[C:3](=[O:4])[C:5]1[CH:10]=[CH:9][CH:8]=[CH:7][CH:6]=1. The yield is 0.810. (8) The reactants are Br[C:2]1[CH:9]=[CH:8][C:5]([C:6]#[N:7])=[C:4]([CH3:10])[CH:3]=1.[B:11]1([B:11]2[O:15][C:14]([CH3:17])([CH3:16])[C:13]([CH3:19])([CH3:18])[O:12]2)[O:15][C:14]([CH3:17])([CH3:16])[C:13]([CH3:19])([CH3:18])[O:12]1.C([O-])(=O)C.[K+].C(Cl)Cl. The catalyst is O1CCOCC1.C1C=CC(P(C2C=CC=CC=2)[C-]2C=CC=C2)=CC=1.C1C=CC(P(C2C=CC=CC=2)[C-]2C=CC=C2)=CC=1.Cl[Pd]Cl.[Fe+2]. The product is [CH3:10][C:4]1[CH:3]=[C:2]([B:11]2[O:15][C:14]([CH3:17])([CH3:16])[C:13]([CH3:19])([CH3:18])[O:12]2)[CH:9]=[CH:8][C:5]=1[C:6]#[N:7]. The yield is 0.690. (9) The reactants are Cl[C:2]1[N:7]=[C:6]([N:8]2[CH2:13][CH2:12][O:11][CH2:10][CH2:9]2)[N:5]=[C:4]([N:14]2[C:18]3[CH:19]=[CH:20][CH:21]=[C:22]([O:23][CH3:24])[C:17]=3[N:16]=[C:15]2[CH:25]([F:27])[F:26])[N:3]=1.[NH2:28][CH:29]1[CH2:32][N:31]([C:33]([O:35][C:36]([CH3:39])([CH3:38])[CH3:37])=[O:34])[CH2:30]1. No catalyst specified. The product is [F:26][CH:25]([F:27])[C:15]1[N:14]([C:4]2[N:5]=[C:6]([N:8]3[CH2:13][CH2:12][O:11][CH2:10][CH2:9]3)[N:7]=[C:2]([NH:28][CH:29]3[CH2:30][N:31]([C:33]([O:35][C:36]([CH3:39])([CH3:38])[CH3:37])=[O:34])[CH2:32]3)[N:3]=2)[C:18]2[CH:19]=[CH:20][CH:21]=[C:22]([O:23][CH3:24])[C:17]=2[N:16]=1. The yield is 0.860. (10) The reactants are [Br:1][C:2]1[CH:7]=[CH:6][CH:5]=[C:4]([CH:8]([N:17]=[C:18]=[S:19])[C:9]2[CH:14]=[CH:13][C:12](OC)=[CH:11][CH:10]=2)[CH:3]=1.[C:20](=[S:22])=[S:21].[CH3:23]C(C)([O-])C.[K+].[OH2:29]. The catalyst is O1CCCC1.[Cl-].[Na+].O.C(OCC)(=O)C. The product is [Br:1][C:2]1[CH:3]=[C:4]([C:8]2([C:9]3[CH:14]=[CH:13][C:12]([O:29][CH3:23])=[CH:11][CH:10]=3)[C:20](=[S:22])[S:21][C:18](=[S:19])[NH:17]2)[CH:5]=[CH:6][CH:7]=1. The yield is 0.980.